This data is from Forward reaction prediction with 1.9M reactions from USPTO patents (1976-2016). The task is: Predict the product of the given reaction. (1) The product is: [CH2:48]([N:41]1[C:42]2[C:47](=[CH:46][CH:45]=[CH:44][CH:43]=2)[C:39]2([CH2:37][CH2:38][C:33](=[O:32])[C:8]3[C:7]2=[CH:6][C:5]2[O:1][CH2:2][O:3][C:4]=2[CH:9]=3)[C:40]1=[O:53])[CH2:49][CH2:50][CH2:51][CH3:52]. Given the reactants [O:1]1[C:5]2[CH:6]=[CH:7][C:8](C3(CCC(O)=O)C4C(=CC=CC=4)N(CCCCC)C3=O)=[CH:9][C:4]=2[O:3][CH2:2]1.O1C2C=C[C:37]([C:39]3(CC(O)=O)[C:47]4[C:42](=[CH:43][CH:44]=[CH:45][CH:46]=4)[N:41]([CH2:48][CH2:49][CH2:50][CH2:51][CH3:52])[C:40]3=[O:53])=[CH:38][C:33]=2[O:32]C1, predict the reaction product. (2) Given the reactants [C:1]([O:5][C:6]([N:8]1[CH2:13][CH2:12][CH:11]([N:14]([C:27]([C:29]2[CH:34]=[CH:33][N:32]=[C:31]([S:35][CH3:36])[N:30]=2)=O)[N:15]([C:17](=[O:26])[CH2:18][C:19]2[CH:24]=[CH:23][C:22]([F:25])=[CH:21][CH:20]=2)[CH3:16])[CH2:10][CH2:9]1)=[O:7])([CH3:4])([CH3:3])[CH3:2].[H-].[Na+], predict the reaction product. The product is: [C:1]([O:5][C:6]([N:8]1[CH2:13][CH2:12][CH:11]([N:14]2[C:27]([C:29]3[CH:34]=[CH:33][N:32]=[C:31]([S:35][CH3:36])[N:30]=3)=[C:18]([C:19]3[CH:24]=[CH:23][C:22]([F:25])=[CH:21][CH:20]=3)[C:17](=[O:26])[N:15]2[CH3:16])[CH2:10][CH2:9]1)=[O:7])([CH3:2])([CH3:3])[CH3:4]. (3) Given the reactants [N+:1]([O-:4])([OH:3])=[O:2].[C:5]1([C:11]2([C:14]([OH:16])=[O:15])[CH2:13][CH2:12]2)[CH:10]=[CH:9][CH:8]=[CH:7][CH:6]=1, predict the reaction product. The product is: [N+:1]([C:6]1[CH:7]=[CH:8][CH:9]=[CH:10][C:5]=1[C:11]1([C:14]([OH:16])=[O:15])[CH2:13][CH2:12]1)([O-:4])=[O:2].[N+:1]([C:8]1[CH:9]=[CH:10][C:5]([C:11]2([C:14]([OH:16])=[O:15])[CH2:13][CH2:12]2)=[CH:6][CH:7]=1)([O-:3])=[O:2]. (4) Given the reactants [Cl:1][C:2]1[N:3]=[C:4](Cl)[C:5]2[O:10][C:9]3[CH:11]=[CH:12][CH:13]=[CH:14][C:8]=3[C:6]=2[N:7]=1.[NH:16]1[CH2:21][CH2:20][O:19][CH2:18][CH2:17]1, predict the reaction product. The product is: [Cl:1][C:2]1[N:3]=[C:4]([N:16]2[CH2:21][CH2:20][O:19][CH2:18][CH2:17]2)[C:5]2[O:10][C:9]3[CH:11]=[CH:12][CH:13]=[CH:14][C:8]=3[C:6]=2[N:7]=1. (5) Given the reactants [Br:1][C:2]1[CH:3]=[C:4]([N:10]2[CH:14]=[C:13]([C:15]([OH:17])=O)[N:12]=[CH:11]2)[CH:5]=[C:6]([Br:9])[C:7]=1[OH:8].C(N(CC)CC)C.Cl.CN(C)CCCN=C=NCC.OC1C=CC=C[N+]=1[O-].[F:45][C:46]([F:57])([F:56])[O:47][C:48]1[CH:49]=[C:50]([CH:53]=[CH:54][CH:55]=1)[CH2:51][NH2:52], predict the reaction product. The product is: [Br:9][C:6]1[CH:5]=[C:4]([N:10]2[CH:14]=[C:13]([C:15]([NH:52][CH2:51][C:50]3[CH:53]=[CH:54][CH:55]=[C:48]([O:47][C:46]([F:45])([F:56])[F:57])[CH:49]=3)=[O:17])[N:12]=[CH:11]2)[CH:3]=[C:2]([Br:1])[C:7]=1[OH:8]. (6) Given the reactants [CH3:1][O:2][C:3]1[CH:4]=[CH:5][C:6]2[NH:12][C:11](=[O:13])[N:10]([CH:14]3[CH2:19][CH2:18][N:17]([C:20]([O:22][C@@H:23]([C:41]([OH:43])=[O:42])[CH2:24][C:25]4[CH:30]=[C:29]([CH3:31])[C:28]([O:32]CC5C=CC=CC=5)=[C:27]([CH3:40])[CH:26]=4)=[O:21])[CH2:16][CH2:15]3)[CH2:9][CH2:8][C:7]=2[CH:44]=1, predict the reaction product. The product is: [CH3:1][O:2][C:3]1[CH:4]=[CH:5][C:6]2[NH:12][C:11](=[O:13])[N:10]([CH:14]3[CH2:19][CH2:18][N:17]([C:20]([O:22][C@@H:23]([C:41]([OH:43])=[O:42])[CH2:24][C:25]4[CH:26]=[C:27]([CH3:40])[C:28]([OH:32])=[C:29]([CH3:31])[CH:30]=4)=[O:21])[CH2:16][CH2:15]3)[CH2:9][CH2:8][C:7]=2[CH:44]=1. (7) Given the reactants [N:1]1[CH:6]=[CH:5][CH:4]=[CH:3][CH:2]=1.Cl.CN(C)[CH2:10][CH2:11][CH2:12]N=C=NCC.[N:19]1([C:25]2[N:26]=[C:27]([CH2:32][C:33]([O-:35])=O)[NH:28][C:29](=[O:31])[CH:30]=2)[CH2:24][CH2:23][O:22][CH2:21][CH2:20]1.[Na+].N1(C2N=C(CC(=O)N3[C:59]4[C:54](=[C:55]([O:60][C:61](F)(F)F)[CH:56]=[CH:57][CH:58]=4)CC3)NC(=O)C=2)CCOCC1, predict the reaction product. The product is: [CH3:61][O:60][C:55]1[CH:56]=[CH:57][CH:58]=[CH:59][C:54]=1[C:10]1[CH:11]=[CH:12][CH:2]=[C:3]2[C:4]=1[CH2:5][CH2:6][N:1]2[C:33](=[O:35])[CH2:32][C:27]1[NH:28][C:29](=[O:31])[CH:30]=[C:25]([N:19]2[CH2:20][CH2:21][O:22][CH2:23][CH2:24]2)[N:26]=1.